This data is from Reaction yield outcomes from USPTO patents with 853,638 reactions. The task is: Predict the reaction yield, written as a fraction of the theoretical maximum amount of product (1.0 means a 100% yield; for example, 0.34 means a 34% yield). (1) The catalyst is C1C=CC=CC=1. The yield is 0.850. The reactants are [CH2:1]([O:8][C@H:9]1[CH2:13][N:12]([C:14]([O:16][C:17]([CH3:20])([CH3:19])[CH3:18])=[O:15])[C@@H:11]([C@@H:21]([OH:40])[C@@H:22]([NH:30][C:31]([O:33][CH2:34][CH2:35][Si:36]([CH3:39])([CH3:38])[CH3:37])=[O:32])[CH2:23][C:24]2[CH:29]=[CH:28][CH:27]=[CH:26][CH:25]=2)[CH2:10]1)[C:2]1[CH:7]=[CH:6][CH:5]=[CH:4][CH:3]=1.CO[C:43](OC)([CH3:45])[CH3:44].C1(C)C=CC(S([O-])(=O)=O)=CC=1.[NH+]1C=CC=CC=1. The product is [CH2:23]([C@H:22]1[C@@H:21]([C@H:11]2[CH2:10][C@@H:9]([O:8][CH2:1][C:2]3[CH:3]=[CH:4][CH:5]=[CH:6][CH:7]=3)[CH2:13][N:12]2[C:14]([O:16][C:17]([CH3:18])([CH3:20])[CH3:19])=[O:15])[O:40][C:43]([CH3:45])([CH3:44])[N:30]1[C:31]([O:33][CH2:34][CH2:35][Si:36]([CH3:39])([CH3:38])[CH3:37])=[O:32])[C:24]1[CH:25]=[CH:26][CH:27]=[CH:28][CH:29]=1. (2) The product is [O:22]=[C:16]1[CH:15]([N:8]2[C:7](=[O:23])[C:6]3[C:11](=[CH:12][CH:13]=[C:4]([CH2:3][NH:2][C:26](=[O:27])[N:25]([CH3:29])[CH3:24])[CH:5]=3)[N:10]=[C:9]2[CH3:14])[CH2:20][CH2:19][C:18](=[O:21])[NH:17]1. The catalyst is C(#N)C. The yield is 0.520. The reactants are Cl.[NH2:2][CH2:3][C:4]1[CH:5]=[C:6]2[C:11](=[CH:12][CH:13]=1)[N:10]=[C:9]([CH3:14])[N:8]([CH:15]1[CH2:20][CH2:19][C:18](=[O:21])[NH:17][C:16]1=[O:22])[C:7]2=[O:23].[CH3:24][N:25]([CH3:29])[C:26](Cl)=[O:27].C(N(CC)C(C)C)(C)C.